Dataset: HIV replication inhibition screening data with 41,000+ compounds from the AIDS Antiviral Screen. Task: Binary Classification. Given a drug SMILES string, predict its activity (active/inactive) in a high-throughput screening assay against a specified biological target. The molecule is NNC(=S)NN=C(C(=O)Nc1cc(Cl)ccc1Cl)C1C(=O)Nc2ccccc2S1=O. The result is 0 (inactive).